From a dataset of Forward reaction prediction with 1.9M reactions from USPTO patents (1976-2016). Predict the product of the given reaction. (1) Given the reactants C(=O)([O-])[O-].[Na+].[Na+].[CH2:7]([C:9]1[CH:14]=[CH:13][CH:12]=[C:11]([CH2:15][CH3:16])[C:10]=1B(O)O)[CH3:8].Br[C:21]1[S:22][CH:23]=[C:24]([CH3:26])[N:25]=1, predict the reaction product. The product is: [CH2:7]([C:9]1[CH:14]=[CH:13][CH:12]=[C:11]([CH2:15][CH3:16])[C:10]=1[C:21]1[S:22][CH:23]=[C:24]([CH3:26])[N:25]=1)[CH3:8]. (2) Given the reactants [CH2:1]([S:8][C:9]1[CH:10]=[C:11]2[C:16](=[CH:17][CH:18]=1)[C:15](=O)[NH:14][CH:13]=[C:12]2[C:20]#[N:21])[C:2]1[CH:7]=[CH:6][CH:5]=[CH:4][CH:3]=1.[Cl:22]CCCl.O=P(Cl)(Cl)Cl, predict the reaction product. The product is: [CH2:1]([S:8][C:9]1[CH:10]=[C:11]2[C:16](=[CH:17][CH:18]=1)[C:15]([Cl:22])=[N:14][CH:13]=[C:12]2[C:20]#[N:21])[C:2]1[CH:7]=[CH:6][CH:5]=[CH:4][CH:3]=1.